From a dataset of Reaction yield outcomes from USPTO patents with 853,638 reactions. Predict the reaction yield, written as a fraction of the theoretical maximum amount of product (1.0 means a 100% yield; for example, 0.34 means a 34% yield). The reactants are [CH3:1][C:2]1[CH:7]=[CH:6][C:5]([C:8]([CH3:10])=O)=[CH:4][C:3]=1[CH3:11].[NH3:12].[BH4-].[Na+]. The catalyst is CCCO.CCCO.CCCO.CCCO.[Ti].C(OCC)(=O)C.CO. The product is [CH3:11][C:3]1[CH:4]=[C:5]([CH:8]([NH2:12])[CH3:10])[CH:6]=[CH:7][C:2]=1[CH3:1]. The yield is 0.180.